Predict the reactants needed to synthesize the given product. From a dataset of Full USPTO retrosynthesis dataset with 1.9M reactions from patents (1976-2016). (1) Given the product [N+:13]([C:16]1[CH:17]=[CH:18][C:19]([C:20]([NH:22][NH:23][C:2](=[S:3])[NH:1][CH2:4][CH2:5][CH2:6][N:7]2[CH2:12][CH2:11][CH2:10][CH2:9][CH2:8]2)=[O:21])=[CH:24][CH:25]=1)([O-:15])=[O:14], predict the reactants needed to synthesize it. The reactants are: [N:1]([CH2:4][CH2:5][CH2:6][N:7]1[CH2:12][CH2:11][CH2:10][CH2:9][CH2:8]1)=[C:2]=[S:3].[N+:13]([C:16]1[CH:25]=[CH:24][C:19]([C:20]([NH:22][NH2:23])=[O:21])=[CH:18][CH:17]=1)([O-:15])=[O:14]. (2) Given the product [CH:12]1[C:13]2[C:18](=[CH:17][CH:16]=[CH:15][CH:14]=2)[CH:19]=[CH:20][C:11]=1[NH:10][C:5]1[C:4]([NH2:1])=[CH:9][CH:8]=[CH:7][CH:6]=1, predict the reactants needed to synthesize it. The reactants are: [N+:1]([C:4]1[CH:9]=[CH:8][CH:7]=[CH:6][C:5]=1[NH:10][C:11]1[CH:20]=[CH:19][C:18]2[C:13](=[CH:14][CH:15]=[CH:16][CH:17]=2)[CH:12]=1)([O-])=O. (3) Given the product [ClH:13].[CH3:15][O:9][C:8]([C@H:5]1[CH2:6][CH2:7][C@H:2]([NH2:1])[CH2:3][CH2:4]1)=[O:10], predict the reactants needed to synthesize it. The reactants are: [NH2:1][C@H:2]1[CH2:7][CH2:6][C@H:5]([C:8]([OH:10])=[O:9])[CH2:4][CH2:3]1.S(Cl)([Cl:13])=O.[CH3:15]O. (4) Given the product [NH:1]1[C:9]2[C:4](=[CH:5][C:6]([NH:10][C:11]3[C:20]4[C:15](=[CH:16][CH:17]=[CH:18][CH:19]=4)[N:14]=[C:13]([C:21]4[CH:22]=[C:23]([CH:29]=[CH:30][CH:31]=4)[O:24][CH2:25][C:26]([NH2:34])=[O:28])[N:12]=3)=[CH:7][CH:8]=2)[CH:3]=[N:2]1, predict the reactants needed to synthesize it. The reactants are: [NH:1]1[C:9]2[C:4](=[CH:5][C:6]([NH:10][C:11]3[C:20]4[C:15](=[CH:16][CH:17]=[CH:18][CH:19]=4)[N:14]=[C:13]([C:21]4[CH:22]=[C:23]([CH:29]=[CH:30][CH:31]=4)[O:24][CH2:25][C:26]([OH:28])=O)[N:12]=3)=[CH:7][CH:8]=2)[CH:3]=[N:2]1.CC[N:34](C(C)C)C(C)C.C1CN([P+](ON2N=NC3C=CC=CC2=3)(N2CCCC2)N2CCCC2)CC1.F[P-](F)(F)(F)(F)F.N. (5) Given the product [F:1][C:2]1[CH:8]=[CH:7][C:5]([N:6]=[CH:14][C:13]2[CH:12]=[C:11]([CH:18]=[CH:17][CH:16]=2)[C:9]#[N:10])=[CH:4][CH:3]=1, predict the reactants needed to synthesize it. The reactants are: [F:1][C:2]1[CH:8]=[CH:7][C:5]([NH2:6])=[CH:4][CH:3]=1.[C:9]([C:11]1[CH:12]=[C:13]([CH:16]=[CH:17][CH:18]=1)[CH:14]=O)#[N:10]. (6) Given the product [Br:17][C:14]1[CH:15]=[CH:16][C:11]([O:10][C:7]2[CH:8]=[CH:9][C:4]([C:3]([O:2][CH3:1])=[O:22])=[CH:5][C:6]=2[O:20][CH3:21])=[C:12]([CH:18]=[N:44][C:42]([O:51][Si:24]([CH3:26])([CH3:25])[CH3:23])=[CH2:43])[CH:13]=1, predict the reactants needed to synthesize it. The reactants are: [CH3:1][O:2][C:3](=[O:22])[C:4]1[CH:9]=[CH:8][C:7]([O:10][C:11]2[CH:16]=[CH:15][C:14]([Br:17])=[CH:13][C:12]=2[CH:18]=O)=[C:6]([O:20][CH3:21])[CH:5]=1.[CH3:23][Si:24](N[Si:24]([CH3:26])([CH3:25])[CH3:23])([CH3:26])[CH3:25].C([Li])CCC.C[Si](Cl)(C)C.[CH2:42]([N:44](CC)CC)[CH3:43].C(Cl)(=[O:51])C. (7) Given the product [CH3:10][O:11][C:12]1[CH:17]=[CH:16][C:15]([C:2]2[CH:7]=[C:6]([F:8])[CH:5]=[C:4]([F:9])[CH:3]=2)=[CH:14][CH:13]=1, predict the reactants needed to synthesize it. The reactants are: Br[C:2]1[CH:7]=[C:6]([F:8])[CH:5]=[C:4]([F:9])[CH:3]=1.[CH3:10][O:11][C:12]1[CH:17]=[CH:16][C:15]([Mg]Br)=[CH:14][CH:13]=1.[Cl-].C(C1C=CC=C(C(C)C)C=1[N+]1C=CN(C2C(C(C)C)=CC=CC=2C(C)C)C=1)(C)C.[Cl-].[NH4+]. (8) Given the product [F:16][C:13]1[CH:14]=[CH:15][C:10]([C:8]2[N:7]=[C:5]3[N:4]([CH:9]=2)[CH:3]=[C:2]([C:22]([OH:24])=[O:23])[S:6]3)=[CH:11][CH:12]=1, predict the reactants needed to synthesize it. The reactants are: Br[C:2]1[S:6][C:5]2=[N:7][C:8]([C:10]3[CH:15]=[CH:14][C:13]([F:16])=[CH:12][CH:11]=3)=[CH:9][N:4]2[CH:3]=1.C([Li])CCC.[C:22](=[O:24])=[O:23]. (9) Given the product [CH2:11]([O:13][C:14](=[O:35])[C:15]1[CH:20]=[C:19]([N:21]2[C:25]([CH3:26])=[CH:24][CH:23]=[C:22]2[C:27]2[CH:32]=[C:31]([Cl:33])[CH:30]=[CH:29][C:28]=2[O:34][CH2:5][C:4]2[CH:7]=[CH:8][C:9]([Cl:10])=[C:2]([Cl:1])[CH:3]=2)[CH:18]=[N:17][CH:16]=1)[CH3:12], predict the reactants needed to synthesize it. The reactants are: [Cl:1][C:2]1[CH:3]=[C:4]([CH:7]=[CH:8][C:9]=1[Cl:10])[CH2:5]Br.[CH2:11]([O:13][C:14](=[O:35])[C:15]1[CH:20]=[C:19]([N:21]2[C:25]([CH3:26])=[CH:24][CH:23]=[C:22]2[C:27]2[CH:32]=[C:31]([Cl:33])[CH:30]=[CH:29][C:28]=2[OH:34])[CH:18]=[N:17][CH:16]=1)[CH3:12].C([O-])([O-])=O.[K+].[K+].